This data is from Catalyst prediction with 721,799 reactions and 888 catalyst types from USPTO. The task is: Predict which catalyst facilitates the given reaction. (1) Reactant: F[C:2]1[CH:3]=[C:4]([CH:7]=[CH:8][C:9]=1[N+:10]([O-:12])=[O:11])[C:5]#[N:6].C([O-])([O-])=O.[K+].[K+].[CH:19]1([NH2:22])[CH2:21][CH2:20]1. Product: [CH:19]1([NH:22][C:2]2[CH:3]=[C:4]([CH:7]=[CH:8][C:9]=2[N+:10]([O-:12])=[O:11])[C:5]#[N:6])[CH2:21][CH2:20]1. The catalyst class is: 34. (2) Reactant: [CH3:1][C:2]1[N:3]=[CH:4][N:5]([C:7]2[CH:8]=[C:9]([NH2:17])[CH:10]=[C:11]([C:13]([F:16])([F:15])[F:14])[CH:12]=2)[CH:6]=1.C[Al](C)C.[CH3:22][C:23]([Si:26]([C:48]1[CH:53]=[CH:52][CH:51]=[CH:50][CH:49]=1)([C:42]1[CH:47]=[CH:46][CH:45]=[CH:44][CH:43]=1)[O:27][C:28]1[CH:29]=[C:30]2[C:35](=[CH:36][CH:37]=1)[C:34]([C:38](OC)=[O:39])=[CH:33][CH:32]=[CH:31]2)([CH3:25])[CH3:24].[NH4+].[Cl-]. Product: [CH3:25][C:23]([Si:26]([C:42]1[CH:47]=[CH:46][CH:45]=[CH:44][CH:43]=1)([C:48]1[CH:49]=[CH:50][CH:51]=[CH:52][CH:53]=1)[O:27][C:28]1[CH:29]=[C:30]2[C:35](=[CH:36][CH:37]=1)[C:34]([C:38]([NH:17][C:9]1[CH:10]=[C:11]([C:13]([F:16])([F:14])[F:15])[CH:12]=[C:7]([N:5]3[CH:6]=[C:2]([CH3:1])[N:3]=[CH:4]3)[CH:8]=1)=[O:39])=[CH:33][CH:32]=[CH:31]2)([CH3:22])[CH3:24]. The catalyst class is: 11. (3) Reactant: [NH2:1][C:2]1[N:11]=[C:10]([C:12]([N:14]2[CH2:22][C:21]3[C:16](=[CH:17][CH:18]=[CH:19][CH:20]=3)[CH2:15]2)=[O:13])[C:9]2[C:4](=[CH:5][CH:6]=[C:7]([C:23]([CH2:34][CH2:35][CH:36]([F:38])[F:37])([CH2:29][CH2:30][CH:31]([F:33])[F:32])[C:24]([O:26]CC)=[O:25])[CH:8]=2)[N:3]=1.[OH-].[Na+]. Product: [NH2:1][C:2]1[N:11]=[C:10]([C:12]([N:14]2[CH2:22][C:21]3[C:16](=[CH:17][CH:18]=[CH:19][CH:20]=3)[CH2:15]2)=[O:13])[C:9]2[C:4](=[CH:5][CH:6]=[C:7]([C:23]([CH2:29][CH2:30][CH:31]([F:33])[F:32])([CH2:34][CH2:35][CH:36]([F:37])[F:38])[C:24]([OH:26])=[O:25])[CH:8]=2)[N:3]=1. The catalyst class is: 7. (4) Reactant: [Cl-].O[NH3+:3].[C:4](=[O:7])([O-])[OH:5].[Na+].CS(C)=O.[CH2:13]([C:17]1[N:18]=[C:19]([CH3:46])[N:20]([CH2:39][CH:40]2[CH2:45][CH2:44][CH2:43][CH2:42][CH2:41]2)[C:21](=[O:38])[C:22]=1[CH2:23][C:24]1[CH:29]=[CH:28][C:27]([C:30]2[C:31]([C:36]#[N:37])=[CH:32][CH:33]=[CH:34][CH:35]=2)=[CH:26][CH:25]=1)[CH2:14][CH2:15][CH3:16]. The catalyst class is: 13. Product: [CH2:13]([C:17]1[N:18]=[C:19]([CH3:46])[N:20]([CH2:39][CH:40]2[CH2:45][CH2:44][CH2:43][CH2:42][CH2:41]2)[C:21](=[O:38])[C:22]=1[CH2:23][C:24]1[CH:29]=[CH:28][C:27]([C:30]2[CH:35]=[CH:34][CH:33]=[CH:32][C:31]=2[C:36]2[NH:3][C:4](=[O:7])[O:5][N:37]=2)=[CH:26][CH:25]=1)[CH2:14][CH2:15][CH3:16].